Task: Predict the reaction yield, written as a fraction of the theoretical maximum amount of product (1.0 means a 100% yield; for example, 0.34 means a 34% yield).. Dataset: Reaction yield outcomes from USPTO patents with 853,638 reactions (1) The reactants are [Cl:1][C:2]1[CH:9]=[CH:8][C:5]([CH2:6][NH2:7])=[CH:4][CH:3]=1.C[O-].[Na+].[CH3:13][N:14]1[C:19]2[CH:20]=[CH:21][C:22]([CH2:24][N:25]3[CH2:30][CH2:29][O:28][CH2:27][CH2:26]3)=[CH:23][C:18]=2[S:17](=[O:32])(=[O:31])[C:16]([C:33](OC)=[O:34])=[N:15]1. The catalyst is CO. The product is [Cl:1][C:2]1[CH:9]=[CH:8][C:5]([CH2:6][NH:7][C:33]([C:16]2[S:17](=[O:31])(=[O:32])[C:18]3[CH:23]=[C:22]([CH2:24][N:25]4[CH2:30][CH2:29][O:28][CH2:27][CH2:26]4)[CH:21]=[CH:20][C:19]=3[N:14]([CH3:13])[N:15]=2)=[O:34])=[CH:4][CH:3]=1. The yield is 0.830. (2) The reactants are [CH2:1]([OH:5])[CH2:2][CH2:3][OH:4].[O:6]1[CH:11]=[CH:10][CH2:9][CH2:8][CH2:7]1. The catalyst is C1COCC1.ClCCl.O.C1(C)C=CC(S(O)(=O)=O)=CC=1. The product is [O:6]1[CH2:11][CH2:10][CH2:9][CH2:8][CH:7]1[O:4][CH2:3][CH2:2][CH2:1][OH:5]. The yield is 0.320. (3) The catalyst is C(O)(=O)C.Cl.O.C(O)C. The reactants are [F:1][C:2]1[CH:8]=[CH:7][C:5]([NH2:6])=[CH:4][CH:3]=1.[N:9]([O-])=O.[Na+].C([O-])(=O)C.[Na+].[C:18]([CH2:21][C:22](=[O:24])[CH3:23])(=[O:20])[CH3:19]. The product is [F:1][C:2]1[CH:8]=[CH:7][C:5]([NH:6][N:9]=[C:21]([C:22](=[O:24])[CH3:23])[C:18](=[O:20])[CH3:19])=[CH:4][CH:3]=1. The yield is 0.600. (4) The reactants are C[O:2][C:3]1[CH:8]=[CH:7][CH:6]=[CH:5][C:4]=1[C:9]1[N:10]([CH2:21][CH2:22][C:23]2[CH:28]=[CH:27][CH:26]=[CH:25][CH:24]=2)[C:11](=[O:20])[C:12]2[CH2:19][CH2:18][O:17][CH2:16][CH2:15][C:13]=2[N:14]=1.Cl.N1C=CC=CC=1. The catalyst is ClCCl. The product is [OH:2][C:3]1[CH:8]=[CH:7][CH:6]=[CH:5][C:4]=1[C:9]1[N:10]([CH2:21][CH2:22][C:23]2[CH:24]=[CH:25][CH:26]=[CH:27][CH:28]=2)[C:11](=[O:20])[C:12]2[CH2:19][CH2:18][O:17][CH2:16][CH2:15][C:13]=2[N:14]=1. The yield is 0.200. (5) The reactants are [CH3:1][C@@H:2]1[N:6]([C:7]([O:9][C:10]([CH3:13])([CH3:12])[CH3:11])=[O:8])[C@H:5]([C:14]([O:16][CH2:17][C:18]([C:20]2[CH:21]=[CH:22][C:23]3[C:32]4[CH:31]=[C:30]5[CH2:33][CH2:34][CH:35](Br)[C:36](=[O:37])[C:29]5=[CH:28][C:27]=4[O:26][CH2:25][C:24]=3[CH:39]=2)=[O:19])=[O:15])[CH2:4][CH2:3]1.[C:40]([O:44][C:45]([N:47]1[C@@H:51]([CH3:52])[CH2:50][CH2:49][C@H:48]1[C:53]([OH:55])=[O:54])=[O:46])([CH3:43])([CH3:42])[CH3:41].C([O-])([O-])=O.[Cs+].[Cs+]. The catalyst is CC(C)=O.C(Cl)Cl. The product is [CH3:1][C@@H:2]1[N:6]([C:7]([O:9][C:10]([CH3:13])([CH3:12])[CH3:11])=[O:8])[C@H:5]([C:14]([O:16][CH2:17][C:18]([C:20]2[CH:21]=[CH:22][C:23]3[C:32]4[CH:31]=[C:30]5[CH2:33][CH2:34][CH:35]([O:55][C:53]([C@@H:48]6[CH2:49][CH2:50][C@H:51]([CH3:52])[N:47]6[C:45]([O:44][C:40]([CH3:41])([CH3:43])[CH3:42])=[O:46])=[O:54])[C:36](=[O:37])[C:29]5=[CH:28][C:27]=4[O:26][CH2:25][C:24]=3[CH:39]=2)=[O:19])=[O:15])[CH2:4][CH2:3]1. The yield is 0.530. (6) The reactants are [N:1]12[CH2:8][CH2:7][CH:4]([CH2:5][CH2:6]1)[CH:3]([O:9][C:10](=[O:22])[NH:11][C:12]([C:15]1[CH:20]=[CH:19][CH:18]=[C:17](Br)[CH:16]=1)([CH3:14])[CH3:13])[CH2:2]2.[C:23]1(B(O)O)[CH:28]=[CH:27][CH:26]=[CH:25][CH:24]=1. The catalyst is C([O-])(=O)C.[Pd+2].C([O-])(=O)C. The product is [N:1]12[CH2:8][CH2:7][CH:4]([CH2:5][CH2:6]1)[CH:3]([O:9][C:10](=[O:22])[NH:11][C:12]([C:15]1[CH:16]=[C:17]([C:23]3[CH:28]=[CH:27][CH:26]=[CH:25][CH:24]=3)[CH:18]=[CH:19][CH:20]=1)([CH3:14])[CH3:13])[CH2:2]2. The yield is 0.640.